Dataset: Full USPTO retrosynthesis dataset with 1.9M reactions from patents (1976-2016). Task: Predict the reactants needed to synthesize the given product. Given the product [CH3:1][N:2]1[C:6](=[O:7])[NH:5][C:4]([C:16]2[CH:17]=[CH:18][C:19]([C:22]3[N:27]4[CH:28]=[C:29]([CH2:31][CH2:32][C:33]5[CH:42]=[CH:41][C:40]6[C:35](=[CH:36][CH:37]=[CH:38][CH:39]=6)[N:34]=5)[N:30]=[C:26]4[C:25]([N:43]4[CH2:44][CH2:45][O:46][CH2:47][CH2:48]4)=[N:24][CH:23]=3)=[CH:20][CH:21]=2)=[N:3]1, predict the reactants needed to synthesize it. The reactants are: [CH3:1][N:2]1[C:6](=[O:7])[N:5](COCC[Si](C)(C)C)[C:4]([C:16]2[CH:21]=[CH:20][C:19]([C:22]3[N:27]4[CH:28]=[C:29]([CH2:31][CH2:32][C:33]5[CH:42]=[CH:41][C:40]6[C:35](=[CH:36][CH:37]=[CH:38][CH:39]=6)[N:34]=5)[N:30]=[C:26]4[C:25]([N:43]4[CH2:48][CH2:47][O:46][CH2:45][CH2:44]4)=[N:24][CH:23]=3)=[CH:18][CH:17]=2)=[N:3]1.C(O)(C(F)(F)F)=O.